Dataset: Reaction yield outcomes from USPTO patents with 853,638 reactions. Task: Predict the reaction yield, written as a fraction of the theoretical maximum amount of product (1.0 means a 100% yield; for example, 0.34 means a 34% yield). (1) The reactants are [C:1]1([S:7]([N:10]2[CH:14]=[CH:13][CH:12]=[CH:11]2)(=[O:9])=[O:8])[CH:6]=[CH:5][CH:4]=[CH:3][CH:2]=1.[C:15]1([CH3:24])[CH:20]=[CH:19][C:18]([C:21](Cl)=[O:22])=[CH:17][CH:16]=1. The catalyst is C(Cl)Cl. The product is [CH3:24][C:15]1[CH:20]=[CH:19][C:18]([C:21]([C:14]2[N:10]([S:7]([C:1]3[CH:2]=[CH:3][CH:4]=[CH:5][CH:6]=3)(=[O:9])=[O:8])[CH:11]=[CH:12][CH:13]=2)=[O:22])=[CH:17][CH:16]=1. The yield is 0.710. (2) The yield is 0.650. The reactants are [NH2:1][C:2]1[C:24]([Cl:25])=[CH:23][C:5]([C:6]([O:8][CH2:9][CH:10]2[CH2:15][CH2:14][N:13](C(OC(C)(C)C)=O)[CH2:12][CH2:11]2)=[O:7])=[C:4]([O:26][CH3:27])[CH:3]=1.N. The catalyst is Cl.C1COCC1. The product is [NH2:1][C:2]1[C:24]([Cl:25])=[CH:23][C:5]([C:6]([O:8][CH2:9][CH:10]2[CH2:11][CH2:12][NH:13][CH2:14][CH2:15]2)=[O:7])=[C:4]([O:26][CH3:27])[CH:3]=1. (3) The reactants are [OH:1][CH2:2][C:3]1[CH:8]=[C:7]([N+:9]([O-:11])=[O:10])[CH:6]=[CH:5][C:4]=1[C:12]#[C:13][C:14]1[CH:19]=[CH:18][CH:17]=[CH:16][C:15]=1[NH:20][C:21](=[O:27])[O:22][C:23]([CH3:26])([CH3:25])[CH3:24].N1C2C(=CC=CC=2)C=CC=1. The catalyst is CO.[Pd].[O-]S([O-])(=O)=O.[Ba+2]. The yield is 0.780. The product is [C:23]([O:22][C:21](=[O:27])[NH:20][C:15]1[CH:16]=[CH:17][CH:18]=[CH:19][C:14]=1/[CH:13]=[CH:12]\[C:4]1[CH:5]=[CH:6][C:7]([N+:9]([O-:11])=[O:10])=[CH:8][C:3]=1[CH2:2][OH:1])([CH3:26])([CH3:24])[CH3:25]. (4) The reactants are [CH3:1][O:2][C:3]([C:5]1[S:6][C:7]([Br:11])=[CH:8][C:9]=1[NH2:10])=[O:4].[CH2:12]1[O:22][C:15]2([CH2:20][CH2:19][C:18](=O)[CH2:17][CH2:16]2)[O:14][CH2:13]1.C1([SiH3])C=CC=CC=1. The catalyst is C1COCC1.C([Sn](Cl)(Cl)CCCC)CCC. The product is [CH3:1][O:2][C:3]([C:5]1[S:6][C:7]([Br:11])=[CH:8][C:9]=1[NH:10][CH:18]1[CH2:19][CH2:20][C:15]2([O:22][CH2:12][CH2:13][O:14]2)[CH2:16][CH2:17]1)=[O:4]. The yield is 0.920. (5) The reactants are [N:1]12[CH2:8][CH2:7][C:4]([C:9]([C:17]3[CH:22]=[CH:21][CH:20]=[CH:19][CH:18]=3)([C:11]3[CH:16]=[CH:15][CH:14]=[CH:13][CH:12]=3)[OH:10])([CH2:5][CH2:6]1)[CH2:3][CH2:2]2.[Br:23][CH2:24][CH2:25][CH2:26][O:27][C:28]1[CH:33]=[CH:32][C:31]([O:34][CH2:35][C:36]2[CH:41]=[CH:40][CH:39]=[CH:38][CH:37]=2)=[CH:30][CH:29]=1. The catalyst is CC#N. The product is [Br-:23].[OH:10][C:9]([C:17]1[CH:22]=[CH:21][CH:20]=[CH:19][CH:18]=1)([C:11]1[CH:12]=[CH:13][CH:14]=[CH:15][CH:16]=1)[C:4]12[CH2:5][CH2:6][N+:1]([CH2:24][CH2:25][CH2:26][O:27][C:28]3[CH:33]=[CH:32][C:31]([O:34][CH2:35][C:36]4[CH:41]=[CH:40][CH:39]=[CH:38][CH:37]=4)=[CH:30][CH:29]=3)([CH2:2][CH2:3]1)[CH2:8][CH2:7]2. The yield is 0.833. (6) The reactants are Br[C:2]1[CH:10]=[C:9]([C:11]([F:14])([F:13])[F:12])[CH:8]=[C:7]2[C:3]=1[CH:4]=[N:5][NH:6]2.[CH3:15][O:16][C:17]1[N:22]=[CH:21][C:20](B(O)O)=[C:19]([CH3:26])[CH:18]=1. The catalyst is O1CCOCC1.C([O-])(O)=O.[Na+].C1C=CC(P(C2C=CC=CC=2)[C-]2C=CC=C2)=CC=1.C1C=CC(P(C2C=CC=CC=2)[C-]2C=CC=C2)=CC=1.Cl[Pd]Cl.[Fe+2]. The product is [CH3:15][O:16][C:17]1[N:22]=[CH:21][C:20]([C:2]2[CH:10]=[C:9]([C:11]([F:14])([F:13])[F:12])[CH:8]=[C:7]3[C:3]=2[CH:4]=[N:5][NH:6]3)=[C:19]([CH3:26])[CH:18]=1. The yield is 0.460.